From a dataset of Reaction yield outcomes from USPTO patents with 853,638 reactions. Predict the reaction yield, written as a fraction of the theoretical maximum amount of product (1.0 means a 100% yield; for example, 0.34 means a 34% yield). (1) The yield is 0.960. No catalyst specified. The reactants are C[O:2][C:3](=[O:36])/[CH:4]=[CH:5]/[C:6]1[CH:7]=[CH:8][C:9]2[O:26][C:13]3([CH2:18][CH2:17][N:16]([C:19]([O:21][C:22]([CH3:25])([CH3:24])[CH3:23])=[O:20])[CH2:15][CH2:14]3)[N:12]([CH2:27][C:28]3[CH:33]=[CH:32][CH:31]=[CH:30][CH:29]=3)[C:11](=[O:34])[C:10]=2[CH:35]=1.[OH-].[Na+]. The product is [C:22]([O:21][C:19]([N:16]1[CH2:17][CH2:18][C:13]2([N:12]([CH2:27][C:28]3[CH:29]=[CH:30][CH:31]=[CH:32][CH:33]=3)[C:11](=[O:34])[C:10]3[CH:35]=[C:6](/[CH:5]=[CH:4]/[C:3]([OH:36])=[O:2])[CH:7]=[CH:8][C:9]=3[O:26]2)[CH2:14][CH2:15]1)=[O:20])([CH3:25])([CH3:23])[CH3:24]. (2) The yield is 0.510. The product is [CH:1]1([N:4]2[C:9](=[O:10])[C:8]3[C:38]([OH:40])=[CH:37][C:36](=[O:44])[N:11]([CH3:12])[C:7]=3[N:6]([C:13]3[CH:18]=[CH:17][CH:16]=[C:15]([N+:19]([O-:21])=[O:20])[CH:14]=3)[C:5]2=[O:22])[CH2:2][CH2:3]1. No catalyst specified. The reactants are [CH:1]1([N:4]2[C:9](=[O:10])[CH:8]=[C:7]([NH:11][CH3:12])[N:6]([C:13]3[CH:18]=[CH:17][CH:16]=[C:15]([N+:19]([O-:21])=[O:20])[CH:14]=3)[C:5]2=[O:22])[CH2:3][CH2:2]1.C1(OC2C=CC=CC=2)C=CC=CC=1.[C:36]([O:44]CC)(=O)[CH2:37][C:38]([O:40]CC)=O. (3) The catalyst is C1COCC1. The yield is 0.900. The reactants are [C:1]([Si:5]([CH3:22])([CH3:21])[O:6][C@@H:7]1[CH2:12][C@@H:11]([O:13][Si:14]([C:17]([CH3:20])([CH3:19])[CH3:18])([CH3:16])[CH3:15])[CH2:10][NH:9][CH2:8]1)([CH3:4])([CH3:3])[CH3:2].C(N(CC)CC)C.Cl[C:31]([O:33][CH2:34][C:35]1[CH:40]=[CH:39][CH:38]=[CH:37][CH:36]=1)=[O:32]. The product is [CH2:34]([O:33][C:31]([N:9]1[CH2:10][C@H:11]([O:13][Si:14]([C:17]([CH3:20])([CH3:19])[CH3:18])([CH3:16])[CH3:15])[CH2:12][C@@H:7]([O:6][Si:5]([C:1]([CH3:4])([CH3:3])[CH3:2])([CH3:22])[CH3:21])[CH2:8]1)=[O:32])[C:35]1[CH:40]=[CH:39][CH:38]=[CH:37][CH:36]=1.